Dataset: TCR-epitope binding with 47,182 pairs between 192 epitopes and 23,139 TCRs. Task: Binary Classification. Given a T-cell receptor sequence (or CDR3 region) and an epitope sequence, predict whether binding occurs between them. (1) Result: 1 (the TCR binds to the epitope). The epitope is KLPDDFTGCV. The TCR CDR3 sequence is CASSSDDRAGTDTQYF. (2) The epitope is EIYKRWII. The TCR CDR3 sequence is CASPYMDARSEAFF. Result: 1 (the TCR binds to the epitope). (3) The epitope is TPINLVRDL. The TCR CDR3 sequence is CASSLRAGLAKNIQYF. Result: 1 (the TCR binds to the epitope). (4) The epitope is TPGPGVRYPL. The TCR CDR3 sequence is CASRLLGPSTFFYGYTF. Result: 1 (the TCR binds to the epitope). (5) The epitope is ITEEVGHTDLMAAY. The TCR CDR3 sequence is CASSLAGAGEQYF. Result: 0 (the TCR does not bind to the epitope). (6) The epitope is TVYDPLQPELDSFK. The TCR CDR3 sequence is CASSFGDNPTF. Result: 0 (the TCR does not bind to the epitope). (7) The epitope is DATYQRTRALVR. The TCR CDR3 sequence is CASSQSTGELFF. Result: 0 (the TCR does not bind to the epitope). (8) The epitope is GPGHKARVL. The TCR CDR3 sequence is CASSLNTGVKNIQYF. Result: 1 (the TCR binds to the epitope). (9) Result: 0 (the TCR does not bind to the epitope). The TCR CDR3 sequence is CASSWTETGELFF. The epitope is GLNKIVRMY.